This data is from Full USPTO retrosynthesis dataset with 1.9M reactions from patents (1976-2016). The task is: Predict the reactants needed to synthesize the given product. (1) Given the product [CH2:9]([O:8][P:1]([O-:13])([O:3][CH2:4][CH2:5][CH2:6][CH3:7])=[O:2])[CH2:10][CH2:11][CH3:12].[CH2:14]([N+:22]1[CH:23]=[CH:24][N:20]([CH2:18][CH3:19])[CH:21]=1)[CH2:15][CH2:16][CH3:17], predict the reactants needed to synthesize it. The reactants are: [P:1]([O:13][CH2:14][CH2:15][CH2:16][CH3:17])([O:8][CH2:9][CH2:10][CH2:11][CH3:12])([O:3][CH2:4][CH2:5][CH2:6][CH3:7])=[O:2].[CH2:18]([N:20]1[CH:24]=[CH:23][N:22]=[CH:21]1)[CH3:19]. (2) Given the product [CH2:6]([N:8]([CH2:11][CH2:12][CH2:13][O:29][CH:17]([CH3:18])[CH2:16][C:15]([NH:20][C:21]1[CH:22]=[CH:23][CH:24]=[CH:25][CH:26]=1)=[O:19])[CH2:9][CH3:10])[CH3:7], predict the reactants needed to synthesize it. The reactants are: S([O-])(=O)(=O)C.[CH2:6]([N:8]([CH:11](O)[CH2:12][CH3:13])[CH2:9][CH3:10])[CH3:7].[C:15]([NH:20][C:21]1[CH:22]=[C:23](O)[CH:24]=[CH:25][CH:26]=1)(=[O:19])[CH2:16][CH2:17][CH3:18].C([O-])([O-])=[O:29].[K+].[K+].